From a dataset of Peptide-MHC class II binding affinity with 134,281 pairs from IEDB. Regression. Given a peptide amino acid sequence and an MHC pseudo amino acid sequence, predict their binding affinity value. This is MHC class II binding data. (1) The peptide sequence is YKFIPSLEAAVKQAY. The MHC is HLA-DQA10301-DQB10302 with pseudo-sequence HLA-DQA10301-DQB10302. The binding affinity (normalized) is 0.282. (2) The peptide sequence is TATYGGKWLDAKSTW. The MHC is HLA-DQA10201-DQB10202 with pseudo-sequence HLA-DQA10201-DQB10202. The binding affinity (normalized) is 0.0581. (3) The MHC is DRB1_1101 with pseudo-sequence DRB1_1101. The peptide sequence is EVEFIGYGKATLECQ. The binding affinity (normalized) is 0.193. (4) The MHC is HLA-DQA10101-DQB10501 with pseudo-sequence HLA-DQA10101-DQB10501. The binding affinity (normalized) is 0.177. The peptide sequence is DSNYKLAVDGLLSKV. (5) The peptide sequence is PIYIVTPTNASHIQS. The MHC is HLA-DPA10201-DPB10101 with pseudo-sequence HLA-DPA10201-DPB10101. The binding affinity (normalized) is 0.0548. (6) The binding affinity (normalized) is 0.608. The MHC is DRB1_1302 with pseudo-sequence DRB1_1302. The peptide sequence is YIITPTNVSHIQSAVVSGRR. (7) The peptide sequence is VVSRLLIPVPFDPPA. The MHC is HLA-DPA10201-DPB10101 with pseudo-sequence HLA-DPA10201-DPB10101. The binding affinity (normalized) is 0.203. (8) The peptide sequence is VKGDPVGILYAVFKA. The MHC is HLA-DQA10501-DQB10301 with pseudo-sequence HLA-DQA10501-DQB10301. The binding affinity (normalized) is 0.555. (9) The peptide sequence is YSINNVMDEIDFFEK. The MHC is HLA-DPA10301-DPB10402 with pseudo-sequence HLA-DPA10301-DPB10402. The binding affinity (normalized) is 0.349. (10) The peptide sequence is GQGKAVWGKNSCAKN. The MHC is DRB3_0202 with pseudo-sequence DRB3_0202. The binding affinity (normalized) is 0.384.